This data is from NCI-60 drug combinations with 297,098 pairs across 59 cell lines. The task is: Regression. Given two drug SMILES strings and cell line genomic features, predict the synergy score measuring deviation from expected non-interaction effect. (1) Drug 1: CCCCC(=O)OCC(=O)C1(CC(C2=C(C1)C(=C3C(=C2O)C(=O)C4=C(C3=O)C=CC=C4OC)O)OC5CC(C(C(O5)C)O)NC(=O)C(F)(F)F)O. Drug 2: C1CN1C2=NC(=NC(=N2)N3CC3)N4CC4. Cell line: EKVX. Synergy scores: CSS=41.2, Synergy_ZIP=4.45, Synergy_Bliss=4.41, Synergy_Loewe=-9.59, Synergy_HSA=-0.306. (2) Drug 1: C1=C(C(=O)NC(=O)N1)N(CCCl)CCCl. Drug 2: C1C(C(OC1N2C=NC3=C(N=C(N=C32)Cl)N)CO)O. Cell line: U251. Synergy scores: CSS=13.8, Synergy_ZIP=-13.0, Synergy_Bliss=-8.06, Synergy_Loewe=-8.83, Synergy_HSA=-8.17. (3) Synergy scores: CSS=5.70, Synergy_ZIP=0.139, Synergy_Bliss=6.15, Synergy_Loewe=4.02, Synergy_HSA=3.45. Cell line: SN12C. Drug 1: CC1=CC2C(CCC3(C2CCC3(C(=O)C)OC(=O)C)C)C4(C1=CC(=O)CC4)C. Drug 2: COC1=C2C(=CC3=C1OC=C3)C=CC(=O)O2. (4) Drug 1: C1C(C(OC1N2C=NC3=C(N=C(N=C32)Cl)N)CO)O. Drug 2: CC1=C(C(=O)C2=C(C1=O)N3CC4C(C3(C2COC(=O)N)OC)N4)N. Cell line: HT29. Synergy scores: CSS=36.1, Synergy_ZIP=-0.524, Synergy_Bliss=3.47, Synergy_Loewe=-1.55, Synergy_HSA=6.13. (5) Drug 1: C1CC(=O)NC(=O)C1N2C(=O)C3=CC=CC=C3C2=O. Drug 2: CC(C)CN1C=NC2=C1C3=CC=CC=C3N=C2N. Cell line: MALME-3M. Synergy scores: CSS=-3.44, Synergy_ZIP=3.53, Synergy_Bliss=2.65, Synergy_Loewe=-4.44, Synergy_HSA=-3.53.